Dataset: Forward reaction prediction with 1.9M reactions from USPTO patents (1976-2016). Task: Predict the product of the given reaction. (1) The product is: [C:37]1([C:34]2[N:33]=[CH:32][C:31]([C:2]3[N:3]=[CH:4][N:5]([C:7]([C:8]4[CH:13]=[CH:12][CH:11]=[CH:10][CH:9]=4)([C:20]4[CH:21]=[CH:22][CH:23]=[CH:24][CH:25]=4)[C:14]4[CH:15]=[CH:16][CH:17]=[CH:18][CH:19]=4)[CH:6]=3)=[CH:36][N:35]=2)[CH:42]=[CH:41][CH:40]=[CH:39][CH:38]=1. Given the reactants I[C:2]1[N:3]=[CH:4][N:5]([C:7]([C:20]2[CH:25]=[CH:24][CH:23]=[CH:22][CH:21]=2)([C:14]2[CH:19]=[CH:18][CH:17]=[CH:16][CH:15]=2)[C:8]2[CH:13]=[CH:12][CH:11]=[CH:10][CH:9]=2)[CH:6]=1.C([Mg]Br)C.Br[C:31]1[CH:32]=[N:33][C:34]([C:37]2[CH:42]=[CH:41][CH:40]=[CH:39][CH:38]=2)=[N:35][CH:36]=1, predict the reaction product. (2) Given the reactants [F:1][C:2]1[CH:7]=[CH:6][C:5]([CH:8]2[C:13]3=[N:14][NH:15][C:16](=[O:21])[C:17]4[CH:18]=[CH:19][CH:20]=[C:11]([C:12]=43)[NH:10][CH:9]2[C:22]2[CH:29]=[CH:28][C:25]([CH:26]=O)=[CH:24][CH:23]=2)=[CH:4][CH:3]=1.[CH3:30][CH:31]1[CH2:36][NH:35][CH2:34][CH2:33][N:32]1[C:37]([O:39][C:40]([CH3:43])([CH3:42])[CH3:41])=[O:38].[BH3-]C#N.[Na+], predict the reaction product. The product is: [C:40]([O:39][C:37]([N:32]1[CH2:33][CH2:34][N:35]([CH2:26][C:25]2[CH:24]=[CH:23][C:22]([CH:9]3[NH:10][C:11]4[C:12]5[C:13](=[N:14][NH:15][C:16](=[O:21])[C:17]=5[CH:18]=[CH:19][CH:20]=4)[CH:8]3[C:5]3[CH:4]=[CH:3][C:2]([F:1])=[CH:7][CH:6]=3)=[CH:29][CH:28]=2)[CH2:36][CH:31]1[CH3:30])=[O:38])([CH3:42])([CH3:41])[CH3:43]. (3) Given the reactants [C:1]1([S:7]([N:10]2[CH:14]=[CH:13][CH:12]=[CH:11]2)(=[O:9])=[O:8])[CH:6]=[CH:5][CH:4]=[CH:3][CH:2]=1.[C:15]1([CH3:24])[CH:20]=[CH:19][C:18]([C:21](Cl)=[O:22])=[CH:17][CH:16]=1, predict the reaction product. The product is: [CH3:24][C:15]1[CH:20]=[CH:19][C:18]([C:21]([C:14]2[N:10]([S:7]([C:1]3[CH:2]=[CH:3][CH:4]=[CH:5][CH:6]=3)(=[O:9])=[O:8])[CH:11]=[CH:12][CH:13]=2)=[O:22])=[CH:17][CH:16]=1. (4) The product is: [CH3:9][C:7]1([CH3:10])[O:6][C:5]2[CH:11]=[CH:12][C:2]([C:21]3[CH:27]=[CH:26][C:24]([NH2:25])=[CH:23][CH:22]=3)=[CH:3][C:4]=2[O:8]1. Given the reactants Br[C:2]1[CH:12]=[CH:11][C:5]2[O:6][C:7]([CH3:10])([CH3:9])[O:8][C:4]=2[CH:3]=1.CC1(C)C(C)(C)OB([C:21]2[CH:27]=[CH:26][C:24]([NH2:25])=[CH:23][CH:22]=2)O1, predict the reaction product. (5) Given the reactants [OH:1][CH2:2][C:3]1[CH:8]=[CH:7][C:6]([CH2:9][C:10]([OH:12])=[O:11])=[CH:5][CH:4]=1.[Si](C=[N+]=[N-])(C)(C)[CH3:14], predict the reaction product. The product is: [OH:1][CH2:2][C:3]1[CH:8]=[CH:7][C:6]([CH2:9][C:10]([O:12][CH3:14])=[O:11])=[CH:5][CH:4]=1. (6) Given the reactants ClCCl.[CH3:4][N:5]=[C:6]=[S:7].[Cl:8][C:9]1[CH:14]=[CH:13][C:12]([CH:15]([C:37]2[CH:42]=[CH:41][C:40]([Cl:43])=[CH:39][CH:38]=2)[N:16]2[CH2:19][C:18](=[CH:20][S:21]([CH2:24][C:25]3[CH:26]=[C:27]([N:31]4[CH2:36][CH2:35][NH:34][CH2:33][CH2:32]4)[CH:28]=[CH:29][CH:30]=3)(=[O:23])=[O:22])[CH2:17]2)=[CH:11][CH:10]=1, predict the reaction product. The product is: [CH3:4][NH:5][C:6]([N:34]1[CH2:35][CH2:36][N:31]([C:27]2[CH:28]=[CH:29][CH:30]=[C:25]([CH2:24][S:21]([CH:20]=[C:18]3[CH2:17][N:16]([CH:15]([C:12]4[CH:11]=[CH:10][C:9]([Cl:8])=[CH:14][CH:13]=4)[C:37]4[CH:42]=[CH:41][C:40]([Cl:43])=[CH:39][CH:38]=4)[CH2:19]3)(=[O:22])=[O:23])[CH:26]=2)[CH2:32][CH2:33]1)=[S:7]. (7) Given the reactants [H-].[Na+].[C:3]([O:13][C:14]([CH3:17])([CH3:16])[CH3:15])(=[O:12])[CH2:4][C:5]([O:7][C:8]([CH3:11])([CH3:10])[CH3:9])=[O:6].Br[CH2:19][C:20]1[C:21](=[O:39])[N:22]([CH2:35][CH:36]2[CH2:38][CH2:37]2)[N:23]=[C:24]([C:26]2[CH:31]=[CH:30][C:29]([O:32][CH3:33])=[C:28]([F:34])[CH:27]=2)[CH:25]=1.O, predict the reaction product. The product is: [CH:36]1([CH2:35][N:22]2[C:21](=[O:39])[C:20]([CH2:19][CH:4]([C:5]([O:7][C:8]([CH3:9])([CH3:10])[CH3:11])=[O:6])[C:3]([O:13][C:14]([CH3:17])([CH3:16])[CH3:15])=[O:12])=[CH:25][C:24]([C:26]3[CH:31]=[CH:30][C:29]([O:32][CH3:33])=[C:28]([F:34])[CH:27]=3)=[N:23]2)[CH2:38][CH2:37]1.